From a dataset of Full USPTO retrosynthesis dataset with 1.9M reactions from patents (1976-2016). Predict the reactants needed to synthesize the given product. Given the product [Cl:1][C:2]1[CH:27]=[C:26]([F:28])[CH:25]=[CH:24][C:3]=1[O:4][C:5]1[CH:10]=[CH:9][CH:8]=[CH:7][C:6]=1[NH:11][S:12]([C:15]1[CH:23]=[CH:22][C:18]([C:19]([NH:38][CH2:37][CH2:36][CH2:35][N:29]2[CH2:34][CH2:33][CH2:32][CH2:31][CH2:30]2)=[O:20])=[CH:17][CH:16]=1)(=[O:14])=[O:13], predict the reactants needed to synthesize it. The reactants are: [Cl:1][C:2]1[CH:27]=[C:26]([F:28])[CH:25]=[CH:24][C:3]=1[O:4][C:5]1[CH:10]=[CH:9][CH:8]=[CH:7][C:6]=1[NH:11][S:12]([C:15]1[CH:23]=[CH:22][C:18]([C:19](O)=[O:20])=[CH:17][CH:16]=1)(=[O:14])=[O:13].[N:29]1([CH2:35][CH2:36][CH2:37][NH2:38])[CH2:34][CH2:33][CH2:32][CH2:31][CH2:30]1.